Dataset: Retrosynthesis with 50K atom-mapped reactions and 10 reaction types from USPTO. Task: Predict the reactants needed to synthesize the given product. Given the product C[C@@]1(c2cc(NC(=O)c3ccc(OC(F)F)cn3)ccc2F)C[C@@H](C(F)(F)F)OC(N)=N1, predict the reactants needed to synthesize it. The reactants are: C[C@@]1(c2cc(N)ccc2F)C[C@@H](C(F)(F)F)OC(N)=N1.O=C(O)c1ccc(OC(F)F)cn1.